This data is from Catalyst prediction with 721,799 reactions and 888 catalyst types from USPTO. The task is: Predict which catalyst facilitates the given reaction. (1) Reactant: [NH2:1][C:2]1[CH:6]=[CH:5][S:4][C:3]=1[S:7]([NH2:10])(=[O:9])=[O:8].[Br:11][C:12]1[CH:13]=[C:14]([S:18](Cl)(=[O:20])=[O:19])[CH:15]=[CH:16][CH:17]=1. Product: [Br:11][C:12]1[CH:13]=[C:14]([S:18]([NH:1][C:2]2[CH:6]=[CH:5][S:4][C:3]=2[S:7]([NH2:10])(=[O:9])=[O:8])(=[O:20])=[O:19])[CH:15]=[CH:16][CH:17]=1. The catalyst class is: 17. (2) Reactant: [CH2:1]([O:3][C:4](=[O:29])[CH2:5][C:6]1[CH:11]=[CH:10][C:9]([O:12][CH3:13])=[C:8]([O:14][C:15]2[CH:20]=[CH:19][C:18](Br)=[CH:17][C:16]=2[CH2:22][N:23]2[CH2:27][CH2:26][O:25][C:24]2=[O:28])[CH:7]=1)[CH3:2].[NH:30]1[CH2:35][CH2:34][O:33][CH2:32][CH2:31]1.C1C=CC(P(C2C(C3C(P(C4C=CC=CC=4)C4C=CC=CC=4)=CC=C4C=3C=CC=C4)=C3C(C=CC=C3)=CC=2)C2C=CC=CC=2)=CC=1.CC(C)([O-])C.[Na+]. Product: [CH2:1]([O:3][C:4](=[O:29])[CH2:5][C:6]1[CH:11]=[CH:10][C:9]([O:12][CH3:13])=[C:8]([O:14][C:15]2[CH:20]=[CH:19][C:18]([N:30]3[CH2:35][CH2:34][O:33][CH2:32][CH2:31]3)=[CH:17][C:16]=2[CH2:22][N:23]2[CH2:27][CH2:26][O:25][C:24]2=[O:28])[CH:7]=1)[CH3:2]. The catalyst class is: 101. (3) Reactant: [Cl:1][C:2]1[CH:7]=[CH:6][C:5]([N:8]2[C:16]([CH:17]([CH:21]3[CH2:26][CH2:25][CH2:24][CH2:23][CH2:22]3)[C:18](O)=[O:19])=[C:15]3[C:10]([CH:11]=[CH:12][CH:13]=[CH:14]3)=[N:9]2)=[CH:4][CH:3]=1.S(Cl)(Cl)=O.[NH2:31][C@H:32]1[CH2:37][CH2:36][C@H:35]([OH:38])[CH2:34][CH2:33]1. Product: [Cl:1][C:2]1[CH:3]=[CH:4][C:5]([N:8]2[C:16]([CH:17]([CH:21]3[CH2:26][CH2:25][CH2:24][CH2:23][CH2:22]3)[C:18]([NH:31][C@H:32]3[CH2:37][CH2:36][C@H:35]([OH:38])[CH2:34][CH2:33]3)=[O:19])=[C:15]3[C:10]([CH:11]=[CH:12][CH:13]=[CH:14]3)=[N:9]2)=[CH:6][CH:7]=1. The catalyst class is: 142. (4) Reactant: Br[CH:2]1[CH2:7][N:6]([S:8]([C:11]2[CH:17]=[CH:16][C:14]([CH3:15])=[CH:13][CH:12]=2)(=[O:10])=[O:9])[CH2:5][C:4]([CH3:19])([CH3:18])[C:3]1=O.[C:21]([NH2:24])(=[S:23])[CH3:22]. Product: [CH3:22][C:21]1[S:23][C:2]2[CH2:7][N:6]([S:8]([C:11]3[CH:17]=[CH:16][C:14]([CH3:15])=[CH:13][CH:12]=3)(=[O:10])=[O:9])[CH2:5][C:4]([CH3:19])([CH3:18])[C:3]=2[N:24]=1. The catalyst class is: 39. (5) Reactant: Br[C:2]1[CH:7]=[CH:6][CH:5]=[CH:4][C:3]=1[CH2:8][CH2:9]C(OC)=O.[S:14]1[CH:18]=[CH:17][CH:16]=[C:15]1B(O)O.[C:22]([O-:25])(O)=[O:23].[Na+].[CH3:27]OCCOC. Product: [S:14]1[CH:18]=[CH:17][CH:16]=[C:15]1[C:4]1[CH:5]=[CH:6][CH:7]=[CH:2][C:3]=1[CH:8]([CH3:9])[C:22]([O:25][CH3:27])=[O:23]. The catalyst class is: 257.